Predict the product of the given reaction. From a dataset of Forward reaction prediction with 1.9M reactions from USPTO patents (1976-2016). Given the reactants [CH2:1]([O:3][C:4]([C@@H:6]1[CH2:10][C:9](=[O:11])[CH2:8][C@H:7]1[C:12]([OH:14])=O)=[O:5])[CH3:2].[NH:15]1[CH2:20][CH2:19][O:18][CH2:17][CH2:16]1.O.ON1C2C=CC=CC=2N=N1.Cl.CN(C)CCCN=C=NCC, predict the reaction product. The product is: [CH2:1]([O:3][C:4]([C@@H:6]1[CH2:10][C:9](=[O:11])[CH2:8][C@H:7]1[C:12]([N:15]1[CH2:20][CH2:19][O:18][CH2:17][CH2:16]1)=[O:14])=[O:5])[CH3:2].